This data is from Full USPTO retrosynthesis dataset with 1.9M reactions from patents (1976-2016). The task is: Predict the reactants needed to synthesize the given product. (1) The reactants are: Br[C:2]1[CH:3]=[C:4]([CH:19]=[C:20]([F:22])[CH:21]=1)[O:5][CH:6]1[CH2:11][CH2:10][N:9]([C:12]([O:14][C:15]([CH3:18])([CH3:17])[CH3:16])=[O:13])[CH2:8][CH2:7]1.C(=O)([O-])[O-].[Cs+].[Cs+].C1(P(C2CCCCC2)C2C=CC=CC=2C2C(C(C)C)=CC(C(C)C)=CC=2C(C)C)CCCCC1.O. Given the product [CH3:8][N:9]([CH2:12][C:2]1[CH:3]=[C:4]([CH:19]=[C:20]([F:22])[CH:21]=1)[O:5][CH:6]1[CH2:11][CH2:10][N:9]([C:12]([O:14][C:15]([CH3:18])([CH3:17])[CH3:16])=[O:13])[CH2:8][CH2:7]1)[CH3:10], predict the reactants needed to synthesize it. (2) Given the product [N+:1]([C:4]1[CH:5]=[CH:6][C:7]([C:10](=[O:21])[CH2:11][NH:12][C:13](=[O:20])[CH2:14][CH2:15][CH2:16][C:41]([O:43][CH3:44])=[O:42])=[CH:8][CH:9]=1)([O-:3])=[O:2], predict the reactants needed to synthesize it. The reactants are: [N+:1]([C:4]1[CH:9]=[CH:8][C:7]([C:10](=[O:21])[CH2:11][NH:12][C:13](=[O:20])[CH2:14][CH2:15][C:16](OC)=O)=[CH:6][CH:5]=1)([O-:3])=[O:2].Cl.NCC(C1C=CC([N+]([O-])=O)=CC=1)=O.ClC(=O)CCC[C:41]([O:43][CH3:44])=[O:42]. (3) Given the product [CH3:3][CH:2]([N:4]([CH2:15][C:16]1[N:17]=[C:18]2[CH:23]=[CH:22][CH:21]=[C:20]([N:24]3[CH2:29][CH2:28][N:27]([CH3:30])[CH2:26][CH2:25]3)[N:19]2[C:31]=1[C:32]([NH2:33])=[O:35])[C@@H:5]1[C:14]2[N:13]=[CH:12][CH:11]=[CH:10][C:9]=2[CH2:8][CH2:7][CH2:6]1)[CH3:1], predict the reactants needed to synthesize it. The reactants are: [CH3:1][CH:2]([N:4]([CH2:15][C:16]1[N:17]=[C:18]2[CH:23]=[CH:22][CH:21]=[C:20]([N:24]3[CH2:29][CH2:28][N:27]([CH3:30])[CH2:26][CH2:25]3)[N:19]2[C:31]=1[C:32]#[N:33])[C@@H:5]1[C:14]2[N:13]=[CH:12][CH:11]=[CH:10][C:9]=2[CH2:8][CH2:7][CH2:6]1)[CH3:3].S(=O)(=O)(O)[OH:35]. (4) Given the product [Br:4][C:5]1[CH:6]=[C:7]2[C:12]([C:11]([CH3:18])=[CH:10][CH2:9][C:8]2([CH3:17])[CH3:16])=[CH:13][CH:14]=1, predict the reactants needed to synthesize it. The reactants are: C[Mg]Br.[Br:4][C:5]1[CH:6]=[C:7]2[C:12](=[CH:13][CH:14]=1)[C:11](=O)[CH2:10][CH2:9][C:8]2([CH3:17])[CH3:16].[C:18]1(C)C=CC(S(O)(=O)=O)=CC=1.O. (5) Given the product [CH:17]1([C:4]([C:5]2[CH:10]=[CH:9][C:8]([C:11]([F:14])([F:13])[F:12])=[CH:7][CH:6]=2)=[O:15])[CH2:21][CH2:20][CH2:19][CH2:18]1, predict the reactants needed to synthesize it. The reactants are: CON(C)[C:4](=[O:15])[C:5]1[CH:10]=[CH:9][C:8]([C:11]([F:14])([F:13])[F:12])=[CH:7][CH:6]=1.[CH:17]1([Mg]Br)[CH2:21][CH2:20][CH2:19][CH2:18]1.N#N.Cl.